From a dataset of Forward reaction prediction with 1.9M reactions from USPTO patents (1976-2016). Predict the product of the given reaction. (1) The product is: [Cl:8][C:9]1[CH:10]=[C:11]2[C:16](=[CH:17][CH:18]=1)[C:15](=[O:19])[N:14]([C:2]1[CH:3]=[N:4][CH:5]=[CH:6][CH:7]=1)[CH2:13][CH2:12]2. Given the reactants Br[C:2]1[CH:3]=[N:4][CH:5]=[CH:6][CH:7]=1.[Cl:8][C:9]1[CH:10]=[C:11]2[C:16](=[CH:17][CH:18]=1)[C:15](=[O:19])[NH:14][CH2:13][CH2:12]2.C(=O)([O-])[O-].[K+].[K+].CNCCNC, predict the reaction product. (2) Given the reactants Cl.[NH2:2][OH:3].C[O-].[Na+].[O:7]1[CH:11]=[CH:10][C:9]([C:12]2[NH:16][C:15]([C:17]([NH:19][CH2:20][C:21]3[CH:30]=[CH:29][C:24]([C:25](OC)=[O:26])=[CH:23][CH:22]=3)=[O:18])=[C:14]([C:31]3[CH:36]=[CH:35][C:34]([OH:37])=[CH:33][CH:32]=3)[CH:13]=2)=[CH:8]1.O, predict the reaction product. The product is: [O:7]1[CH:11]=[CH:10][C:9]([C:12]2[NH:16][C:15]([C:17]([NH:19][CH2:20][C:21]3[CH:22]=[CH:23][C:24]([C:25]([NH:2][OH:3])=[O:26])=[CH:29][CH:30]=3)=[O:18])=[C:14]([C:31]3[CH:36]=[CH:35][C:34]([OH:37])=[CH:33][CH:32]=3)[CH:13]=2)=[CH:8]1. (3) Given the reactants [OH:1][C@H:2]1[CH2:7][CH2:6][C@H:5]([N:8]2[C:16](=[O:17])[C:15]3[C:10](=[CH:11][CH:12]=[CH:13][CH:14]=3)[C:9]2=[O:18])[CH2:4][CH2:3]1.C1(P(C2C=CC=CC=2)C2C=CC=CC=2)C=CC=CC=1.CCOC(/N=N/C(OCC)=O)=O.[C:50](O)(=[S:52])[CH3:51], predict the reaction product. The product is: [O:17]=[C:16]1[C:15]2[C:10](=[CH:11][CH:12]=[CH:13][CH:14]=2)[C:9](=[O:18])[N:8]1[C@@H:5]1[CH2:4][CH2:3][C@H:2]([O:1][C:50](=[S:52])[CH3:51])[CH2:7][CH2:6]1.